Predict the product of the given reaction. From a dataset of Forward reaction prediction with 1.9M reactions from USPTO patents (1976-2016). (1) Given the reactants C([SiH](CC)CC)C.[Cl:8][C:9]1[CH:10]=[C:11]([CH:15]=[N:16][NH:17][C:18](=[O:27])[C:19]2[CH:24]=[CH:23][C:22]([Cl:25])=[CH:21][C:20]=2[Cl:26])[CH:12]=[CH:13][CH:14]=1, predict the reaction product. The product is: [Cl:8][C:9]1[CH:10]=[C:11]([CH2:15][NH:16][NH:17][C:18](=[O:27])[C:19]2[CH:24]=[CH:23][C:22]([Cl:25])=[CH:21][C:20]=2[Cl:26])[CH:12]=[CH:13][CH:14]=1. (2) Given the reactants [S:1]1[CH:9]2[C:4]([CH2:5][NH:6][CH2:7][CH2:8]2)=[CH:3][C:2]1=[O:10].Br[CH:12]([C:18]1[CH:23]=[CH:22][CH:21]=[CH:20][C:19]=1[F:24])[C:13]([CH:15]1[CH2:17][CH2:16]1)=[O:14], predict the reaction product. The product is: [CH:15]1([C:13](=[O:14])[CH:12]([N:6]2[CH2:7][CH2:8][CH:9]3[S:1][C:2](=[O:10])[CH:3]=[C:4]3[CH2:5]2)[C:18]2[CH:23]=[CH:22][CH:21]=[CH:20][C:19]=2[F:24])[CH2:17][CH2:16]1.